From a dataset of TCR-epitope binding with 47,182 pairs between 192 epitopes and 23,139 TCRs. Binary Classification. Given a T-cell receptor sequence (or CDR3 region) and an epitope sequence, predict whether binding occurs between them. (1) The epitope is KLWAQCVQL. The TCR CDR3 sequence is CASRDRFDTDTQYF. Result: 0 (the TCR does not bind to the epitope). (2) The epitope is MPASWVMRI. The TCR CDR3 sequence is CASSLGLAGGLSRDTQYF. Result: 1 (the TCR binds to the epitope). (3) The epitope is YIFFASFYY. The TCR CDR3 sequence is CSAWAEEKLFF. Result: 1 (the TCR binds to the epitope). (4) The epitope is KLWAQCVQL. The TCR CDR3 sequence is CASSLWGGNTEAFF. Result: 1 (the TCR binds to the epitope). (5) The epitope is NLNESLIDL. The TCR CDR3 sequence is CASSPGGAIGQYF. Result: 1 (the TCR binds to the epitope).